This data is from Reaction yield outcomes from USPTO patents with 853,638 reactions. The task is: Predict the reaction yield, written as a fraction of the theoretical maximum amount of product (1.0 means a 100% yield; for example, 0.34 means a 34% yield). (1) The reactants are Cl[C:2]1[CH:7]=[C:6]([Cl:8])[N:5]=[CH:4][N:3]=1.Cl.[CH3:10][O:11][C:12](=[O:22])[C@@H:13]([CH2:15][C:16]1[CH:21]=[CH:20][CH:19]=[CH:18][CH:17]=1)[NH2:14].C(N(CC)C(C)C)(C)C. The product is [Cl:8][C:6]1[N:5]=[CH:4][N:3]=[C:2]([NH:14][C@@H:13]([C:12]([O:11][CH3:10])=[O:22])[CH2:15][C:16]2[CH:21]=[CH:20][CH:19]=[CH:18][CH:17]=2)[CH:7]=1. The catalyst is O1CCOCC1. The yield is 0.980. (2) The reactants are [CH3:1][N:2]1[CH:6]=[C:5]([CH2:7][CH2:8][NH:9][C:10]2[CH:15]=[CH:14][CH:13]=[CH:12][C:11]=2[N+:16]([O-])=O)[N:4]=[CH:3]1.NC1C=CC=CC=1NCC(C)(C)CNC(=O)OC(C)(C)C. No catalyst specified. The product is [CH3:1][N:2]1[CH:6]=[C:5]([CH2:7][CH2:8][NH:9][C:10]2[C:11]([NH2:16])=[CH:12][CH:13]=[CH:14][CH:15]=2)[N:4]=[CH:3]1. The yield is 0.880. (3) The reactants are [CH2:1]([N:3]1[C:7]([C:8]2[CH:9]=[C:10]([C:13]([O:15][CH3:16])=[O:14])[O:11][CH:12]=2)=[CH:6][CH:5]=[N:4]1)[CH3:2].C1C(=O)N([Cl:24])C(=O)C1. The catalyst is C1COCC1. The product is [Cl:24][C:6]1[CH:5]=[N:4][N:3]([CH2:1][CH3:2])[C:7]=1[C:8]1[CH:9]=[C:10]([C:13]([O:15][CH3:16])=[O:14])[O:11][CH:12]=1. The yield is 0.750. (4) The reactants are [CH3:1][C:2]1[NH:3][CH:4]=[CH:5][C:6]=1[C:7]([O:9][CH2:10][CH3:11])=[O:8].[Br:12]N1C(=O)CCC1=O.O.C(OCC)C. The catalyst is O1CCCC1. The product is [Br:12][C:4]1[NH:3][C:2]([CH3:1])=[C:6]([C:7]([O:9][CH2:10][CH3:11])=[O:8])[CH:5]=1. The yield is 0.970. (5) The reactants are [Br:1][C:2]1[CH:3]=[CH:4][C:5](F)=[C:6]([CH:9]=1)[C:7]#[N:8].[CH3:11][C:12]1[N:13]=[CH:14][NH:15][CH:16]=1.C(=O)([O-])[O-].[K+].[K+].O. The catalyst is CS(C)=O. The product is [Br:1][C:2]1[CH:3]=[CH:4][C:5]([N:15]2[CH:16]=[C:12]([CH3:11])[N:13]=[CH:14]2)=[C:6]([CH:9]=1)[C:7]#[N:8]. The yield is 0.590. (6) The reactants are [Li+].[Cl-].Br[C:4]1[CH:13]=[C:12]2[C:7]([CH:8]=[N:9][CH:10]=[N:11]2)=[CH:6][CH:5]=1.C([Sn](CCCC)(CCCC)[C:19]1[S:23][C:22]([NH:24][C:25](=[O:31])[O:26][C:27]([CH3:30])([CH3:29])[CH3:28])=[N:21][CH:20]=1)CCC.CN(C=O)C. The catalyst is C1C=CC([P]([Pd]([P](C2C=CC=CC=2)(C2C=CC=CC=2)C2C=CC=CC=2)([P](C2C=CC=CC=2)(C2C=CC=CC=2)C2C=CC=CC=2)[P](C2C=CC=CC=2)(C2C=CC=CC=2)C2C=CC=CC=2)(C2C=CC=CC=2)C2C=CC=CC=2)=CC=1. The product is [N:11]1[C:12]2[C:7](=[CH:6][CH:5]=[C:4]([C:19]3[S:23][C:22]([NH:24][C:25](=[O:31])[O:26][C:27]([CH3:29])([CH3:28])[CH3:30])=[N:21][CH:20]=3)[CH:13]=2)[CH:8]=[N:9][CH:10]=1. The yield is 0.460.